Dataset: Full USPTO retrosynthesis dataset with 1.9M reactions from patents (1976-2016). Task: Predict the reactants needed to synthesize the given product. (1) Given the product [Cl:1][C:2]1[CH:3]=[C:4]([N:9]2[CH2:14][CH2:13][N:12]([CH2:15][CH2:16][CH2:17][I:43])[CH2:11][CH2:10]2)[CH:5]=[CH:6][C:7]=1[Cl:8], predict the reactants needed to synthesize it. The reactants are: [Cl:1][C:2]1[CH:3]=[C:4]([N:9]2[CH2:14][CH2:13][N:12]([CH2:15][CH2:16][CH2:17]O)[CH2:11][CH2:10]2)[CH:5]=[CH:6][C:7]=1[Cl:8].C1C=CC(P(C2C=CC=CC=2)C2C=CC=CC=2)=CC=1.N1C=CN=C1.[I:43]I. (2) Given the product [C:1]([C:3]1[C:8]([CH3:9])=[C:7]([CH3:13])[C:6]([N+:10]([O-:12])=[O:11])=[CH:5][N:4]=1)#[N:2], predict the reactants needed to synthesize it. The reactants are: [C:1]([C:3]1[C:8]([CH3:9])=[CH:7][C:6]([N+:10]([O-:12])=[O:11])=[CH:5][N:4]=1)#[N:2].[CH3:13][Mg]Br.C(C1C(=O)C(Cl)=C(Cl)C(=O)C=1C#N)#N. (3) Given the product [Cl:31][C:12]1[C:13]([C:15]2[N:20]=[C:19]([O:21][CH2:22][C:23]3([C:29]#[N:30])[CH2:28][CH2:27][O:26][CH2:25][CH2:24]3)[CH:18]=[N:17][CH:16]=2)=[CH:14][C:9]([NH:8][C@H:5]2[CH2:6][CH2:7][C@H:2]([NH:1][CH2:39][CH2:40][C:41]([F:44])([F:43])[F:42])[CH2:3][CH2:4]2)=[N:10][CH:11]=1, predict the reactants needed to synthesize it. The reactants are: [NH2:1][C@H:2]1[CH2:7][CH2:6][C@H:5]([NH:8][C:9]2[CH:14]=[C:13]([C:15]3[N:20]=[C:19]([O:21][CH2:22][C:23]4([C:29]#[N:30])[CH2:28][CH2:27][O:26][CH2:25][CH2:24]4)[CH:18]=[N:17][CH:16]=3)[C:12]([Cl:31])=[CH:11][N:10]=2)[CH2:4][CH2:3]1.C(=O)([O-])[O-].[K+].[K+].Br[CH2:39][CH2:40][C:41]([F:44])([F:43])[F:42].